Dataset: Full USPTO retrosynthesis dataset with 1.9M reactions from patents (1976-2016). Task: Predict the reactants needed to synthesize the given product. (1) Given the product [CH2:1]([N:8]1[CH2:13][CH2:12][O:11][CH:10]([C:14]([C:25]2[CH:30]=[CH:29][CH:28]=[CH:27][CH:26]=2)([OH:24])[CH2:15][C:16]2[CH:21]=[CH:20][CH:19]=[CH:18][C:17]=2[F:31])[CH2:9]1)[C:2]1[CH:7]=[CH:6][CH:5]=[CH:4][CH:3]=1, predict the reactants needed to synthesize it. The reactants are: [CH2:1]([N:8]1[CH2:13][CH2:12][O:11][CH:10]([C:14]([C:25]2[CH:30]=[CH:29][CH:28]=[CH:27][CH:26]=2)([OH:24])[CH2:15][C:16]2[CH:21]=[CH:20][CH:19]=[CH:18][C:17]=2OC)[CH2:9]1)[C:2]1[CH:7]=[CH:6][CH:5]=[CH:4][CH:3]=1.[F:31]C1C=CC=CC=1C[Mg]Cl. (2) The reactants are: [CH3:1][C:2]1[N:7]=[C:6]([C:8]#[N:9])[CH:5]=[CH:4][C:3]=1[CH2:10][S:11]([CH3:14])(=[O:13])=[O:12].C(C1C=NC=C(CCC(C)C)C=1)#N. Given the product [CH3:1][C:2]1[N:7]=[C:6]([CH2:8][NH2:9])[CH:5]=[CH:4][C:3]=1[CH2:10][S:11]([CH3:14])(=[O:13])=[O:12], predict the reactants needed to synthesize it. (3) Given the product [F:1][C:2]1[CH:7]=[CH:6][C:5]([F:8])=[CH:4][C:3]=1[CH2:9][CH2:10][CH:11]1[C:20]2[C:15](=[CH:16][C:17]([O:23][CH3:24])=[C:18]([O:21][CH3:22])[CH:19]=2)[CH2:14][CH2:13][N:12]1[CH:25]([C:29]1[CH:30]=[CH:31][CH:32]=[CH:33][CH:34]=1)[C:26]([NH2:36])=[O:27], predict the reactants needed to synthesize it. The reactants are: [F:1][C:2]1[CH:7]=[CH:6][C:5]([F:8])=[CH:4][C:3]=1[CH2:9][CH2:10][CH:11]1[C:20]2[C:15](=[CH:16][C:17]([O:23][CH3:24])=[C:18]([O:21][CH3:22])[CH:19]=2)[CH2:14][CH2:13][N:12]1[CH:25]([C:29]1[CH:34]=[CH:33][CH:32]=[CH:31][CH:30]=1)[C:26](O)=[O:27].[Br-].[NH4+:36]. (4) Given the product [F:23][C:20]1[CH:19]=[CH:18][C:17]([O:16][CH2:15][C@@H:14]([OH:24])[CH2:13][CH2:12][CH2:11][CH2:10][CH2:9][OH:8])=[CH:22][CH:21]=1, predict the reactants needed to synthesize it. The reactants are: C([O:8][CH2:9][CH2:10][CH2:11][CH2:12][CH2:13][C@H:14]([OH:24])[CH2:15][O:16][C:17]1[CH:22]=[CH:21][C:20]([F:23])=[CH:19][CH:18]=1)C1C=CC=CC=1. (5) Given the product [Cl:18][CH2:17][C:16]([NH:15][CH2:14][C:9]1[CH:10]=[CH:11][C:6]([C:2]([Cl:1])=[C:3]([Cl:4])[Cl:5])=[CH:7][C:8]=1[OH:12])=[O:19], predict the reactants needed to synthesize it. The reactants are: [Cl:1][C:2]([C:6]1[CH:7]=[C:8]([OH:12])[CH:9]=[CH:10][CH:11]=1)=[C:3]([Cl:5])[Cl:4].O[CH2:14][NH:15][C:16](=[O:19])[CH2:17][Cl:18].S(=O)(=O)(O)O.C([O-])(O)=O.[Na+]. (6) Given the product [CH3:56][O:57][C:58]([NH:60][C@H:61]([C:65]1[CH:70]=[CH:69][CH:68]=[CH:67][CH:66]=1)[C:62]([N:40]1[CH2:41][CH2:42][CH2:43][C@H:39]1[C:37]1[NH:36][C:35]2[CH:51]=[C:31]([C:28]3[CH:29]=[CH:30][C:25]([C:22]4[CH:23]=[CH:24][C:19]([C:16]5[NH:15][C:14]([C@@H:10]6[CH2:11][CH2:12][CH2:13][N:9]6[C:7](=[O:8])[C@@H:6]([NH:5][C:3](=[O:4])[O:2][CH3:1])[CH:52]([CH3:54])[CH3:53])=[N:18][CH:17]=5)=[CH:20][CH:21]=4)=[CH:26][CH:27]=3)[CH:32]=[CH:33][C:34]=2[N:38]=1)=[O:63])=[O:59], predict the reactants needed to synthesize it. The reactants are: [CH3:1][O:2][C:3]([NH:5][C@@H:6]([CH:52]([CH3:54])[CH3:53])[C:7]([N:9]1[CH2:13][CH2:12][CH2:11][C@H:10]1[C:14]1[NH:15][C:16]([C:19]2[CH:24]=[CH:23][C:22]([C:25]3[CH:30]=[CH:29][C:28]([C:31]4[CH:32]=[CH:33][C:34]5[N:38]=[C:37]([C@@H:39]6[CH2:43][CH2:42][CH2:41][N:40]6C(OC(C)(C)C)=O)[NH:36][C:35]=5[CH:51]=4)=[CH:27][CH:26]=3)=[CH:21][CH:20]=2)=[CH:17][N:18]=1)=[O:8])=[O:4].Cl.[CH3:56][O:57][C:58]([NH:60][C@H:61]([C:65]1[CH:70]=[CH:69][CH:68]=[CH:67][CH:66]=1)[C:62](O)=[O:63])=[O:59].CCOC(C(C#N)=NOC(N1CCOCC1)=[N+](C)C)=O.F[P-](F)(F)(F)(F)F.C(N(C(C)C)CC)(C)C. (7) Given the product [N:11]1([C:9]2[S:10][C:6]([C:4]([NH2:27])=[O:3])=[C:7]([C:20]3[CH:21]=[CH:22][CH:23]=[CH:24][CH:25]=3)[N:8]=2)[C:15]2[CH:16]=[CH:17][CH:18]=[CH:19][C:14]=2[N:13]=[CH:12]1, predict the reactants needed to synthesize it. The reactants are: C([O:3][C:4]([C:6]1[S:10][C:9]([N:11]2[C:15]3[CH:16]=[CH:17][CH:18]=[CH:19][C:14]=3[N:13]=[CH:12]2)=[N:8][C:7]=1[C:20]1[CH:25]=[CH:24][CH:23]=[CH:22][CH:21]=1)=O)C.[OH-].[NH4+:27].FC(F)(F)C(O)=O.